Dataset: Catalyst prediction with 721,799 reactions and 888 catalyst types from USPTO. Task: Predict which catalyst facilitates the given reaction. Reactant: [O:1]=[C:2]1[C:10]2[C:5](=[CH:6][CH:7]=[CH:8][CH:9]=2)[C:4](=[O:11])[N:3]1[CH2:12][CH2:13][N:14]1[C:23]2[C:18](=[N:19][CH:20]=[C:21]([CH2:24][C:25]3[CH:30]=[CH:29][C:28]([F:31])=[CH:27][CH:26]=3)[CH:22]=2)[C:17]([OH:32])=[C:16]([C:33](OCC)=[O:34])[C:15]1=[O:38].[CH3:39][O:40][CH2:41][CH:42]([NH2:44])[CH3:43].C(N)CC. Product: [O:11]=[C:4]1[C:5]2[C:10](=[CH:9][CH:8]=[CH:7][CH:6]=2)[C:2](=[O:1])[N:3]1[CH2:12][CH2:13][N:14]1[C:23]2[C:18](=[N:19][CH:20]=[C:21]([CH2:24][C:25]3[CH:30]=[CH:29][C:28]([F:31])=[CH:27][CH:26]=3)[CH:22]=2)[C:17]([OH:32])=[C:16]([C:33]([NH:44][CH:42]([CH3:43])[CH2:41][O:40][CH3:39])=[O:34])[C:15]1=[O:38]. The catalyst class is: 14.